Dataset: Reaction yield outcomes from USPTO patents with 853,638 reactions. Task: Predict the reaction yield, written as a fraction of the theoretical maximum amount of product (1.0 means a 100% yield; for example, 0.34 means a 34% yield). (1) The reactants are Cl[C:2]1[C:7]2[C:8](=[O:22])[N:9]([CH2:11][C:12]3[CH:17]=[CH:16][C:15]([O:18][CH3:19])=[CH:14][C:13]=3[O:20][CH3:21])[CH2:10][C:6]=2[C:5]([F:23])=[C:4]([NH:24][C@@H:25]2[CH2:30][CH2:29][CH2:28][CH2:27][C@@H:26]2[NH:31][C:32](=[O:38])[O:33][C:34]([CH3:37])([CH3:36])[CH3:35])[N:3]=1.C(=O)([O-])[O-].[Na+].[Na+].[O:45]1[C:49]2[CH:50]=[CH:51][CH:52]=[CH:53][C:48]=2[C:47](B2OC(C)(C)C(C)(C)O2)=[CH:46]1. The catalyst is COCCOC.Cl[Pd](Cl)([P](C1C=CC=CC=1)(C1C=CC=CC=1)C1C=CC=CC=1)[P](C1C=CC=CC=1)(C1C=CC=CC=1)C1C=CC=CC=1. The product is [O:45]1[C:49]2[CH:50]=[CH:51][CH:52]=[CH:53][C:48]=2[C:47]([C:2]2[C:7]3[C:8](=[O:22])[N:9]([CH2:11][C:12]4[CH:17]=[CH:16][C:15]([O:18][CH3:19])=[CH:14][C:13]=4[O:20][CH3:21])[CH2:10][C:6]=3[C:5]([F:23])=[C:4]([NH:24][C@@H:25]3[CH2:30][CH2:29][CH2:28][CH2:27][C@@H:26]3[NH:31][C:32](=[O:38])[O:33][C:34]([CH3:37])([CH3:36])[CH3:35])[N:3]=2)=[CH:46]1. The yield is 0.480. (2) The reactants are [N+:1]([C:4]1[CH:8]=[N:7][NH:6][C:5]=1[NH2:9])([O-:3])=[O:2].CN(C)[CH:12]=[CH:13][C:14]([C:16]1[CH:17]=[C:18]([N:22]([CH2:28][CH2:29][CH3:30])[S:23]([CH2:26][CH3:27])(=[O:25])=[O:24])[CH:19]=[CH:20][CH:21]=1)=O.C(OCC)(=O)C. The catalyst is C(O)(=O)C. The product is [N+:1]([C:4]1[CH:8]=[N:7][N:6]2[C:14]([C:16]3[CH:17]=[C:18]([N:22]([CH2:28][CH2:29][CH3:30])[S:23]([CH2:26][CH3:27])(=[O:25])=[O:24])[CH:19]=[CH:20][CH:21]=3)=[CH:13][CH:12]=[N:9][C:5]=12)([O-:3])=[O:2]. The yield is 0.290. (3) The reactants are C(P(CCCC)CCCC)CCC.N(C(N1CCCCC1)=O)=NC(N1CCCCC1)=O.[Cl:32][C:33]1[CH:51]=[CH:50][C:36]([O:37][C:38]2[CH:39]=[CH:40][C:41]3[N:45]=[C:44]([CH2:46][OH:47])[N:43]([CH3:48])[C:42]=3[CH:49]=2)=[CH:35][C:34]=1[F:52].O[C:54]1[CH:55]=[C:56]([CH:61]=[CH:62][CH:63]=1)[C:57]([O:59][CH3:60])=[O:58]. The product is [ClH:32].[Cl:32][C:33]1[CH:51]=[CH:50][C:36]([O:37][C:38]2[CH:39]=[CH:40][C:41]3[N:45]=[C:44]([CH2:46][O:47][C:54]4[CH:55]=[C:56]([CH:61]=[CH:62][CH:63]=4)[C:57]([O:59][CH3:60])=[O:58])[N:43]([CH3:48])[C:42]=3[CH:49]=2)=[CH:35][C:34]=1[F:52]. The catalyst is C1(C)C=CC=CC=1. The yield is 0.610. (4) The reactants are [CH3:1][O:2][C:3]([C:5]1([C:8]2[CH:13]=[CH:12][C:11]([O:14][CH2:15][CH2:16][C:17]([OH:19])=O)=[CH:10][CH:9]=2)[CH2:7][CH2:6]1)=[O:4].C(Cl)(=O)C(Cl)=O. The catalyst is C(Cl)Cl.CN(C=O)C. The product is [O:19]=[C:17]1[C:10]2[C:11](=[CH:12][CH:13]=[C:8]([C:5]3([C:3]([OH:2])=[O:4])[CH2:6][CH2:7]3)[CH:9]=2)[O:14][CH2:15][CH2:16]1.[O:19]=[C:17]1[C:10]2[C:11](=[CH:12][CH:13]=[C:8]([C:5]3([C:3]([O:2][CH3:1])=[O:4])[CH2:6][CH2:7]3)[CH:9]=2)[O:14][CH2:15][CH2:16]1. The yield is 0.190. (5) The reactants are [NH2:1][C@H:2]([C:5]([OH:7])=[O:6])[CH2:3][OH:4].S(Cl)([Cl:10])=O.[CH3:12]O. No catalyst specified. The product is [ClH:10].[CH3:12][O:6][C:5](=[O:7])[C@H:2]([NH2:1])[CH2:3][OH:4]. The yield is 1.00. (6) The reactants are C(OC([C:11]1[C:19]2[C:14](=[CH:15][CH:16]=[C:17](NCCN3CCCC3)[CH:18]=2)[NH:13][C:12]=1C)=O)C1C=CC=CC=1.C([N:31](CC)CC)C.C(Cl)(=O)C. The catalyst is C(#N)C. The product is [NH:13]1[C:14]2[C:19](=[CH:18][CH:17]=[CH:16][CH:15]=2)[CH:11]=[C:12]1[NH2:31]. The yield is 0.330. (7) The reactants are [C:1]([O:5][C:6]([NH:8][CH:9]1[CH2:14][CH2:13][NH:12][CH2:11][CH2:10]1)=[O:7])([CH3:4])([CH3:3])[CH3:2].Cl[C:16]([O:18][CH2:19][C:20]1[CH:25]=[CH:24][CH:23]=[CH:22][CH:21]=1)=[O:17].C(N(CC)CC)C. No catalyst specified. The product is [C:1]([O:5][C:6]([NH:8][CH:9]1[CH2:10][CH2:11][N:12]([C:16]([O:18][CH2:19][C:20]2[CH:25]=[CH:24][CH:23]=[CH:22][CH:21]=2)=[O:17])[CH2:13][CH2:14]1)=[O:7])([CH3:4])([CH3:2])[CH3:3]. The yield is 0.810.